From a dataset of Full USPTO retrosynthesis dataset with 1.9M reactions from patents (1976-2016). Predict the reactants needed to synthesize the given product. (1) Given the product [CH:45]([OH:47])=[O:46].[CH2:1]([S:3][CH2:4][C:5]1[CH:10]=[CH:9][CH:8]=[CH:7][C:6]=1[C:11]1[CH:12]=[CH:13][C:14]([C:18]2[N:19]=[CH:20][C:21]([NH2:24])=[N:22][CH:23]=2)=[C:15]([F:17])[CH:16]=1)[CH3:2], predict the reactants needed to synthesize it. The reactants are: [C:1](=O)([S:3][CH2:4][C:5]1[CH:10]=[CH:9][CH:8]=[CH:7][C:6]=1[C:11]1[CH:16]=[C:15]([F:17])[C:14]([C:18]2[CH:23]=[N:22][C:21]([NH2:24])=[CH:20][N:19]=2)=[CH:13][CH:12]=1)[CH3:2].C1C=CC(P(C2C=CC=CC=2)C2C=CC=CC=2)=CC=1.[C:45]([O-])([O-:47])=[O:46].[K+].[K+].BrCC. (2) The reactants are: [NH:1]1[C:5]2[CH:6]=[CH:7][CH:8]=[CH:9][C:4]=2[N:3]=[C:2]1[N:10]1[CH2:19][CH2:18][C:13]2([O:17][CH2:16][CH2:15][O:14]2)[CH2:12][CH2:11]1.CC(C)([O-])C.[K+].[F:26][C:27]1[CH:34]=[CH:33][C:30]([CH2:31]Br)=[CH:29][CH:28]=1.O. Given the product [F:26][C:27]1[CH:34]=[CH:33][C:30]([CH2:31][N:1]2[C:5]3[CH:6]=[CH:7][CH:8]=[CH:9][C:4]=3[N:3]=[C:2]2[N:10]2[CH2:11][CH2:12][C:13]3([O:14][CH2:15][CH2:16][O:17]3)[CH2:18][CH2:19]2)=[CH:29][CH:28]=1, predict the reactants needed to synthesize it.